From a dataset of Experimentally validated miRNA-target interactions with 360,000+ pairs, plus equal number of negative samples. Binary Classification. Given a miRNA mature sequence and a target amino acid sequence, predict their likelihood of interaction. Result: 0 (no interaction). The protein sequence of the target gene is MPILSKIWAAPAAGILRKTPRNAHQMRLISMTSSMKAKVFNSAEEAVKDIPDNAKLLVGGFGLCGIPENLIQAITKTGQKGLTCVSNNAGVDNWGLGLLLQTRQIKKMISSYVGENGEFARQYLSGELELEFTPQGTLAERIRAAGAGVPAFYTPTGYGTQIQEGGAPIKYSKTEKGKIEVASKAKETRQFNGINYVMEEAIWGDFALIKAWRADTLGNIQFRHAAGNFNNPMCKASKCTIVEVEEIVEPGVIAPNDVHIPSIYCHRLVLGKNYKKPIERPMFAHEGPIKPSTSAAGKSR.... The miRNA is mmu-miR-195a-5p with sequence UAGCAGCACAGAAAUAUUGGC.